Dataset: Full USPTO retrosynthesis dataset with 1.9M reactions from patents (1976-2016). Task: Predict the reactants needed to synthesize the given product. (1) Given the product [CH3:7][O:8][C:9]([C:10]1[C:11]([C:22]2[CH:23]=[CH:24][CH:25]=[C:20]([CH2:19][NH2:18])[CH:21]=2)=[CH:12][CH:13]=[CH:14][CH:15]=1)=[O:17], predict the reactants needed to synthesize it. The reactants are: C(=O)([O-])[O-].[K+].[K+].[CH3:7][O:8][C:9](=[O:17])[C:10]1[CH:15]=[CH:14][CH:13]=[CH:12][C:11]=1I.[NH2:18][CH2:19][C:20]1[CH:25]=[CH:24][CH:23]=[CH:22][C:21]=1B(O)O. (2) Given the product [NH2:1][C@@H:2]([CH2:21][C:22]1[CH:27]=[CH:26][C:25]([C:28]([F:30])([F:31])[F:29])=[CH:24][CH:23]=1)[CH2:3][NH:4][C:5]1[S:6][C:7]([C:10]2[CH:15]=[C:14]3[C:13](=[CH:12][C:11]=2[F:20])[NH:17][C:43](=[O:44])[CH2:34]3)=[N:8][N:9]=1, predict the reactants needed to synthesize it. The reactants are: [NH2:1][C@@H:2]([CH2:21][C:22]1[CH:27]=[CH:26][C:25]([C:28]([F:31])([F:30])[F:29])=[CH:24][CH:23]=1)[CH2:3][NH:4][C:5]1[S:6][C:7]([C:10]2[CH:15]=[C:14](F)[C:13]([N+:17]([O-])=O)=[CH:12][C:11]=2[F:20])=[N:8][N:9]=1.FC1C=C([N+]([O-])=O)C(F)=C[C:34]=1[C:43](O)=[O:44]. (3) Given the product [Cl:1][C:2]1[CH:7]=[CH:6][C:5]([S:8]([C:11]2[CH:16]=[CH:15][CH:14]=[CH:13][C:12]=2[F:17])(=[O:10])=[O:9])=[C:4]([Cl:22])[N:3]=1, predict the reactants needed to synthesize it. The reactants are: [Cl:1][C:2]1[CH:7]=[CH:6][C:5]([S:8]([C:11]2[CH:16]=[CH:15][CH:14]=[CH:13][C:12]=2[F:17])(=[O:10])=[O:9])=[CH:4][N+:3]=1[O-].O.P(Cl)(Cl)([Cl:22])=O. (4) Given the product [OH:45][CH:33]([C@@H:32]([NH:31][C:1](=[O:2])[O:12][C@H:11]1[C:6]([CH3:13])([CH3:5])[CH2:7][O:8][C:9]1=[O:10])[CH2:46][CH2:47][CH2:48][CH3:49])[C:34](=[O:35])[NH:36][C@@H:37]([C:39]1[CH:44]=[CH:43][CH:42]=[CH:41][CH:40]=1)[CH3:38], predict the reactants needed to synthesize it. The reactants are: [C:1](Cl)(Cl)=[O:2].[CH3:5][C:6]1([CH3:13])[C@H:11]([OH:12])[C:9](=[O:10])[O:8][CH2:7]1.N1C2C(=CC=CC=2)C=CC=1.C(N(CC)CC)C.[NH2:31][C@@H:32]([CH2:46][CH2:47][CH2:48][CH3:49])[CH:33]([OH:45])[C:34]([NH:36][C@@H:37]([C:39]1[CH:44]=[CH:43][CH:42]=[CH:41][CH:40]=1)[CH3:38])=[O:35]. (5) Given the product [CH3:16][O:17][C:18](=[O:24])[CH:19]([O:9][C:3]1[CH:4]=[CH:5][C:6]([F:8])=[CH:7][C:2]=1[F:1])[CH2:20][CH2:21][Br:22], predict the reactants needed to synthesize it. The reactants are: [F:1][C:2]1[CH:7]=[C:6]([F:8])[CH:5]=[CH:4][C:3]=1[OH:9].C(=O)([O-])[O-].[K+].[K+].[CH3:16][O:17][C:18](=[O:24])[CH:19](Br)[CH2:20][CH2:21][Br:22]. (6) Given the product [NH2:1][C:2]1[N:3]=[C:4]([CH3:35])[C:5]2=[C:6]([CH2:8][C@H:9]([C:20]3[CH:25]=[CH:24][C:23]([F:26])=[CH:22][C:21]=3[C:27]3[CH:32]=[CH:31][CH:30]=[C:29]([O:33][CH3:34])[N:28]=3)[NH:10]/[C:11]/2=[N:12]\[O:13][CH2:14][CH2:15][CH2:16][C:17]([N:37]([CH3:38])[CH3:36])=[O:19])[N:7]=1, predict the reactants needed to synthesize it. The reactants are: [NH2:1][C:2]1[N:3]=[C:4]([CH3:35])[C:5]2=[C:6]([CH2:8][C@H:9]([C:20]3[CH:25]=[CH:24][C:23]([F:26])=[CH:22][C:21]=3[C:27]3[CH:32]=[CH:31][CH:30]=[C:29]([O:33][CH3:34])[N:28]=3)[NH:10]/[C:11]/2=[N:12]\[O:13][CH2:14][CH2:15][CH2:16][C:17]([OH:19])=O)[N:7]=1.[CH3:36][N:37]1CCOC[CH2:38]1.ClC(OCC(C)C)=O.CNC.CO. (7) Given the product [Cl:1][C:2]1[CH:3]=[CH:4][C:5]([O:11][CH2:12][CH2:13][O:15][CH2:16][CH:18]([CH3:19])[CH3:17])=[C:6]([CH:10]=1)[C:7]([OH:9])=[O:8], predict the reactants needed to synthesize it. The reactants are: [Cl:1][C:2]1[CH:3]=[CH:4][C:5]([O:11][CH2:12][CH:13]([O:15][CH3:16])C)=[C:6]([CH:10]=1)[C:7]([OH:9])=[O:8].[CH2:17](OCCO)[CH:18](C)[CH3:19]. (8) Given the product [CH2:1]([N:5]1[C:13]2[N:12]=[C:11]([Cl:23])[NH:10][C:9]=2[C:8](=[O:14])[N:7]([CH2:15][C:16]2[CH:17]=[CH:18][CH:19]=[CH:20][CH:21]=2)[C:6]1=[O:22])[CH2:2][CH2:3][CH3:4], predict the reactants needed to synthesize it. The reactants are: [CH2:1]([N:5]1[C:13]2[N:12]=[CH:11][NH:10][C:9]=2[C:8](=[O:14])[N:7]([CH2:15][C:16]2[CH:21]=[CH:20][CH:19]=[CH:18][CH:17]=2)[C:6]1=[O:22])[CH2:2][CH2:3][CH3:4].[Cl:23]N1C(=O)CCC1=O. (9) The reactants are: [NH2:1][C@@H:2]([C:5]1[CH:10]=[CH:9][CH:8]=[CH:7][CH:6]=1)[CH2:3][OH:4].[N:11]([C:14]1[CH:19]=[CH:18][C:17]([C:20]2[N:24]=[CH:23][N:22]([C:25]3[CH:30]=[CH:29][C:28]([O:31][C:32]([F:35])([F:34])[F:33])=[CH:27][CH:26]=3)[N:21]=2)=[CH:16][CH:15]=1)=[C:12]=[S:13]. Given the product [OH:4][CH2:3][C@@H:2]([NH:1][C:12]([NH:11][C:14]1[CH:15]=[CH:16][C:17]([C:20]2[N:24]=[CH:23][N:22]([C:25]3[CH:30]=[CH:29][C:28]([O:31][C:32]([F:35])([F:33])[F:34])=[CH:27][CH:26]=3)[N:21]=2)=[CH:18][CH:19]=1)=[S:13])[C:5]1[CH:10]=[CH:9][CH:8]=[CH:7][CH:6]=1, predict the reactants needed to synthesize it. (10) Given the product [CH2:32]([NH:38][C:39](=[O:40])[NH:41][C:42]1[CH:47]=[CH:46][N:45]([CH2:48][CH2:49][CH2:50][CH2:51][CH2:52][CH2:53][O:21][C:20](=[O:22])[CH2:19][CH2:18][CH2:17][C:1]2[C:14]3[C:15]4=[C:16]5[C:11](=[CH:12][CH:13]=3)[CH:10]=[CH:9][CH:8]=[C:7]5[CH:6]=[CH:5][C:4]4=[CH:3][CH:2]=2)[C:44](=[O:55])[N:43]=1)[CH2:33][CH2:34][CH2:35][CH2:36][CH3:37], predict the reactants needed to synthesize it. The reactants are: [C:1]1([CH2:17][CH2:18][CH2:19][C:20]([OH:22])=[O:21])[C:14]2[C:15]3=[C:16]4[C:11](=[CH:12][CH:13]=2)[CH:10]=[CH:9][CH:8]=[C:7]4[CH:6]=[CH:5][C:4]3=[CH:3][CH:2]=1.CN(C1C=CC=CN=1)C.[CH2:32]([NH:38][C:39]([NH:41][C:42]1[CH:47]=[CH:46][N:45]([CH2:48][CH2:49][CH2:50][CH2:51][CH2:52][CH2:53]O)[C:44](=[O:55])[N:43]=1)=[O:40])[CH2:33][CH2:34][CH2:35][CH2:36][CH3:37].